From a dataset of Reaction yield outcomes from USPTO patents with 853,638 reactions. Predict the reaction yield, written as a fraction of the theoretical maximum amount of product (1.0 means a 100% yield; for example, 0.34 means a 34% yield). (1) The yield is 0.820. The catalyst is COCCOC.Cl[Pd]Cl.C1C=CC(P(C2C=CC=CC=2)[C-]2C=CC=C2)=CC=1.C1C=CC(P(C2C=CC=CC=2)[C-]2C=CC=C2)=CC=1.[Fe+2]. The product is [Cl:8][C:5]1[N:4]=[C:3]([NH:9][C@H:10]2[CH2:14][CH2:13][N:12]([C:15]([O:17][C:18]([CH3:21])([CH3:20])[CH3:19])=[O:16])[CH2:11]2)[C:2]([C:22]2[CH:27]=[CH:26][CH:25]=[CH:24][CH:23]=2)=[CH:7][N:6]=1. The reactants are Br[C:2]1[C:3]([NH:9][C@H:10]2[CH2:14][CH2:13][N:12]([C:15]([O:17][C:18]([CH3:21])([CH3:20])[CH3:19])=[O:16])[CH2:11]2)=[N:4][C:5]([Cl:8])=[N:6][CH:7]=1.[C:22]1(B(O)O)[CH:27]=[CH:26][CH:25]=[CH:24][CH:23]=1.C([O-])([O-])=O.[Na+].[Na+].O. (2) The reactants are [C:9](O[C:9]([O:11][C:12]([CH3:15])([CH3:14])[CH3:13])=[O:10])([O:11][C:12]([CH3:15])([CH3:14])[CH3:13])=[O:10].[NH2:16][CH2:17][C:18]1([C:33]([O:35][CH2:36][CH3:37])=[O:34])[CH2:23][CH2:22][N:21]([C:24]2[C:25]3[CH:32]=[CH:31][NH:30][C:26]=3[N:27]=[CH:28][N:29]=2)[CH2:20][CH2:19]1.C(N(CC)CC)C. The catalyst is C(Cl)Cl. The product is [C:12]([O:11][C:9]([NH:16][CH2:17][C:18]1([C:33]([O:35][CH2:36][CH3:37])=[O:34])[CH2:23][CH2:22][N:21]([C:24]2[C:25]3[CH:32]=[CH:31][NH:30][C:26]=3[N:27]=[CH:28][N:29]=2)[CH2:20][CH2:19]1)=[O:10])([CH3:13])([CH3:14])[CH3:15]. The yield is 0.539. (3) The reactants are [CH:1]([N:4]1[C:8]([C:9]2[S:10][C:11]3[CH2:12][CH2:13][O:14][C:15]4[CH:22]=[C:21](Br)[CH:20]=[CH:19][C:16]=4[C:17]=3[N:18]=2)=[N:7][CH:6]=[N:5]1)([CH3:3])[CH3:2].[F:24][C:25]1[N:30]=[CH:29][C:28](B(O)O)=[CH:27][CH:26]=1. No catalyst specified. The product is [CH:1]([N:4]1[C:8]([C:9]2[S:10][C:11]3[CH2:12][CH2:13][O:14][C:15]4[CH:22]=[C:21]([C:28]5[CH:27]=[CH:26][C:25]([F:24])=[N:30][CH:29]=5)[CH:20]=[CH:19][C:16]=4[C:17]=3[N:18]=2)=[N:7][CH:6]=[N:5]1)([CH3:3])[CH3:2]. The yield is 0.500. (4) The reactants are Cl[C:2]1[N:9]=[CH:8][CH:7]=[CH:6][C:3]=1[C:4]#[N:5].[F:10][C:11]1[CH:16]=[C:15]([F:17])[CH:14]=[C:13]([F:18])[C:12]=1B(O)O. No catalyst specified. The product is [F:10][C:11]1[CH:16]=[C:15]([F:17])[CH:14]=[C:13]([F:18])[C:12]=1[C:2]1[N:9]=[CH:8][CH:7]=[CH:6][C:3]=1[C:4]#[N:5]. The yield is 0.820. (5) The reactants are [OH:1][C:2]1[C:7]2[CH2:8][CH2:9][O:10][C:6]=2[CH:5]=[C:4]([C:11]([O:13][CH2:14][CH3:15])=[O:12])[CH:3]=1.[CH2:16](Br)[C:17]1[CH:22]=[CH:21][CH:20]=[CH:19][CH:18]=1.[H-].[Na+].CN1C(=O)CCC1. The catalyst is [I-].C([N+](CCCC)(CCCC)CCCC)CCC.C1COCC1. The product is [CH2:16]([O:1][C:2]1[C:7]2[CH2:8][CH2:9][O:10][C:6]=2[CH:5]=[C:4]([C:11]([O:13][CH2:14][CH3:15])=[O:12])[CH:3]=1)[C:17]1[CH:22]=[CH:21][CH:20]=[CH:19][CH:18]=1. The yield is 0.800. (6) The reactants are [Cl:1][C:2]1[CH:7]=[CH:6][C:5]([C:8]2[C:13]([F:14])=[C:12]([NH:15][C:16]3[CH:21]=[CH:20][C:19]([O:22]C)=[CH:18][CH:17]=3)[CH:11]=[C:10]([CH:24]([O:28][CH2:29][CH3:30])[O:25][CH2:26][CH3:27])[N:9]=2)=[CH:4][CH:3]=1.[Cl:31]N1C(C)(C)C(=O)N(Cl)C1=O. The catalyst is C(#N)C.O. The product is [Cl:31][C:11]1[C:10]([CH:24]([O:28][CH2:29][CH3:30])[O:25][CH2:26][CH3:27])=[N:9][C:8]([C:5]2[CH:6]=[CH:7][C:2]([Cl:1])=[CH:3][CH:4]=2)=[C:13]([F:14])[C:12]=1[N:15]=[C:16]1[CH:21]=[CH:20][C:19](=[O:22])[CH:18]=[CH:17]1. The yield is 0.300. (7) The reactants are [F:1][C:2]1[CH:3]=[C:4]2[C:8](=[CH:9][CH:10]=1)[NH:7][C:6](=[O:11])/[C:5]/2=[CH:12]\[C:13]1[NH:17][C:16]([CH3:18])=[C:15]([C:19]([OH:21])=O)[C:14]=1[CH3:22].CN(C)C=O.F[P-](F)(F)(F)(F)F.N1(O[P+](N(C)C)(N(C)C)N(C)C)C2C=CC=CC=2N=N1.[NH2:55][CH2:56][CH2:57][N:58]1[CH2:62][CH2:61][CH2:60][CH2:59]1. The catalyst is C(N(CC)CC)C. The product is [N:58]1([CH2:57][CH2:56][NH:55][C:19]([C:15]2[C:14]([CH3:22])=[C:13](/[CH:12]=[C:5]3\[C:6](=[O:11])[NH:7][C:8]4[C:4]\3=[CH:3][C:2]([F:1])=[CH:10][CH:9]=4)[NH:17][C:16]=2[CH3:18])=[O:21])[CH2:62][CH2:61][CH2:60][CH2:59]1. The yield is 0.770.